Task: Predict the reaction yield, written as a fraction of the theoretical maximum amount of product (1.0 means a 100% yield; for example, 0.34 means a 34% yield).. Dataset: Reaction yield outcomes from USPTO patents with 853,638 reactions (1) The yield is 0.864. The product is [ClH:1].[ClH:1].[CH2:2]([N:9]1[CH2:14][CH2:13][C@H:12]([CH3:15])[C@H:11]([NH:16][CH3:17])[CH2:10]1)[C:3]1[CH:4]=[CH:5][CH:6]=[CH:7][CH:8]=1. The reactants are [ClH:1].[CH2:2]([N:9]1[CH2:14][CH2:13][CH:12]([CH3:15])[CH:11]([NH:16][C:17](=O)OC)[CH2:10]1)[C:3]1[CH:8]=[CH:7][CH:6]=[CH:5][CH:4]=1.[H-].[Al+3].[Li+].[H-].[H-].[H-].C(O)(C)C.Cl. The catalyst is O1CCCC1. (2) The reactants are [F:1][C:2]1[CH:7]=[CH:6][C:5]([N:8]2[C:12]([CH3:13])=[CH:11][C:10]([C:14]([F:17])([F:16])[F:15])=[N:9]2)=[CH:4][C:3]=1[C:18]#[N:19].C1C(=O)N([Br:27])C(=O)C1.C(OOCC1C=CC=CC=1)C1C=CC=CC=1. The catalyst is C(Cl)(Cl)(Cl)Cl. The product is [F:1][C:2]1[CH:7]=[CH:6][C:5]([N:8]2[C:12]([CH2:13][Br:27])=[CH:11][C:10]([C:14]([F:16])([F:15])[F:17])=[N:9]2)=[CH:4][C:3]=1[C:18]#[N:19]. The yield is 0.500. (3) The reactants are [C:1]([Br:5])(Br)(Br)Br.[CH2:6]([Si:9]([CH2:24][CH:25]=[CH2:26])([CH2:21][CH:22]=[CH2:23])[CH2:10][CH2:11][CH2:12][C:13]1[CH:20]=[CH:19][C:16](CO)=[CH:15][CH:14]=1)[CH:7]=[CH2:8].C1(P(C2C=CC=CC=2)C2C=CC=CC=2)C=CC=CC=1. The catalyst is C(Cl)Cl. The product is [CH2:24]([Si:9]([CH2:6][CH:7]=[CH2:8])([CH2:21][CH:22]=[CH2:23])[CH2:10][CH2:11][CH2:12][C:13]1[CH:14]=[CH:15][C:16]([CH2:1][Br:5])=[CH:19][CH:20]=1)[CH:25]=[CH2:26]. The yield is 0.770. (4) The reactants are [N:1]1[C:10]2[CH:9]([NH:11][CH2:12][CH2:13][CH2:14][CH2:15][N:16]3[C:24](=[O:25])[C:23]4[C:18](=[CH:19][CH:20]=[CH:21][CH:22]=4)[C:17]3=[O:26])[CH2:8][CH2:7][CH2:6][C:5]=2[CH:4]=[CH:3][CH:2]=1.[BH-](O[C:37]([CH3:39])=O)(OC(C)=O)OC(C)=O.[Na+]. The catalyst is ClCCl. The product is [CH3:2][N:1]1[C:10]2[CH:5]=[CH:6][CH:7]=[CH:8][C:9]=2[N:11]=[C:37]1[CH2:39][N:11]([CH:9]1[C:10]2[N:1]=[CH:2][CH:3]=[CH:4][C:5]=2[CH2:6][CH2:7][CH2:8]1)[CH2:12][CH2:13][CH2:14][CH2:15][N:16]1[C:24](=[O:25])[C:23]2[C:18](=[CH:19][CH:20]=[CH:21][CH:22]=2)[C:17]1=[O:26]. The yield is 0.360. (5) The reactants are [CH2:1]1[CH:6]2[CH2:7][C:8]3([NH2:11])[CH2:10][CH:4]([CH2:5]2)[CH2:3][CH:2]1[CH2:9]3.Cl[CH2:13][C:14]1[N:18]=[C:17]([C:19]2[CH:24]=[CH:23][CH:22]=[C:21]([C:25]([F:28])([F:27])[F:26])[CH:20]=2)[O:16][N:15]=1. No catalyst specified. The product is [F:27][C:25]([F:26])([F:28])[C:21]1[CH:20]=[C:19]([C:17]2[O:16][N:15]=[C:14]([CH2:13][NH:11][C:8]34[CH2:10][CH:4]5[CH2:5][CH:6]([CH2:1][CH:2]([CH2:3]5)[CH2:9]3)[CH2:7]4)[N:18]=2)[CH:24]=[CH:23][CH:22]=1. The yield is 0.910. (6) The reactants are [Cl:1][C:2]1[CH:3]=[C:4]2[C:8](=[CH:9][CH:10]=1)[NH:7][CH:6]=[C:5]2[CH2:11]N(C)C.[C-:15]#[N:16].[K+]. The catalyst is CN(C)C=O.O. The product is [Cl:1][C:2]1[CH:3]=[C:4]2[C:8](=[CH:9][CH:10]=1)[NH:7][CH:6]=[C:5]2[CH2:11][C:15]#[N:16]. The yield is 0.630. (7) The reactants are Br[C:2]1[CH:3]=[C:4]([O:8][CH:9]([CH3:11])[CH3:10])[CH:5]=[N:6][CH:7]=1.[CH3:12][C@@H:13]([OH:17])[CH2:14][CH:15]=[CH2:16].C(N(CC)CC)C.C(#N)C. The catalyst is O.C([O-])(=O)C.[Pd+2].C([O-])(=O)C.C1(C)C=CC=CC=1P(C1C=CC=CC=1C)C1C=CC=CC=1C. The product is [CH:9]([O:8][C:4]1[CH:3]=[C:2](/[CH:16]=[CH:15]/[CH2:14][C@H:13]([OH:17])[CH3:12])[CH:7]=[N:6][CH:5]=1)([CH3:11])[CH3:10]. The yield is 0.850. (8) The reactants are [Cl:1][C:2]1[CH:10]=[CH:9][CH:8]=[C:7]2[C:3]=1[C:4]([C:16](=[O:21])C(F)(F)F)=[CH:5][N:6]2[CH2:11][CH:12]1[CH2:15][CH2:14][O:13]1.[OH-:22].[Na+].Cl. No catalyst specified. The product is [Cl:1][C:2]1[CH:10]=[CH:9][CH:8]=[C:7]2[C:3]=1[C:4]([C:16]([OH:21])=[O:22])=[CH:5][N:6]2[CH2:11][CH:12]1[CH2:15][CH2:14][O:13]1. The yield is 0.295. (9) The reactants are [F:1][C:2]1[CH:3]=[CH:4][C:5]2[O:9][CH:8]=[C:7]([CH3:10])[C:6]=2[CH:11]=1.[Li]CCCC.[CH2:17]([CH:19]([C:22]1[C:23]2[N:24]([C:29](I)=[C:30]([CH3:32])[N:31]=2)[N:25]=[C:26]([CH3:28])[CH:27]=1)[CH2:20][CH3:21])[CH3:18].Cl. The catalyst is [Cl-].[Cl-].[Zn+2].O.C1COCC1. The product is [CH2:17]([CH:19]([C:22]1[C:23]2[N:24]([C:29]([C:8]3[O:9][C:5]4[CH:4]=[CH:3][C:2]([F:1])=[CH:11][C:6]=4[C:7]=3[CH3:10])=[C:30]([CH3:32])[N:31]=2)[N:25]=[C:26]([CH3:28])[CH:27]=1)[CH2:20][CH3:21])[CH3:18]. The yield is 0.540.